From a dataset of Catalyst prediction with 721,799 reactions and 888 catalyst types from USPTO. Predict which catalyst facilitates the given reaction. (1) Reactant: C1(P(C2C=CC=CC=2)C2C=CC=CC=2)C=CC=CC=1.C1(C#N)CC=CCC=1C#N.CCCC[N+](CCCC)(CCCC)CCCC.[N-:47]=[N+:48]=[N-:49].[F:50][C:51]1[N:56]=[CH:55][C:54]([CH:57](O)[CH3:58])=[CH:53][CH:52]=1. Product: [N:47]([CH:57]([C:54]1[CH:53]=[CH:52][C:51]([F:50])=[N:56][CH:55]=1)[CH3:58])=[N+:48]=[N-:49]. The catalyst class is: 4. (2) Reactant: [F:1][C:2]1[CH:3]=[CH:4][CH:5]=[C:6]2[C:10]=1[N:9]1[CH2:11][C:12](=[O:15])[CH2:13][CH2:14][C:8]1=[C:7]2[CH2:16][C:17]([O:19][CH2:20][CH2:21][CH3:22])=[O:18].[CH3:23][Si]([N-][Si](C)(C)C)(C)C.[Na+].CI. Product: [F:1][C:2]1[CH:3]=[CH:4][CH:5]=[C:6]2[C:10]=1[N:9]1[CH:11]([CH3:23])[C:12](=[O:15])[CH2:13][CH2:14][C:8]1=[C:7]2[CH2:16][C:17]([O:19][CH2:20][CH2:21][CH3:22])=[O:18]. The catalyst class is: 1. (3) Product: [C:14]([O:18][C:19]([NH:21][C@H:22]([C:24]([NH:1][C:2]1[CH:7]=[CH:6][CH:5]=[CH:4][C:3]=1/[CH:8]=[CH:9]/[C:10]([O:12][CH3:13])=[O:11])=[O:25])[CH3:23])=[O:20])([CH3:16])([CH3:17])[CH3:15]. The catalyst class is: 288. Reactant: [NH2:1][C:2]1[CH:7]=[CH:6][CH:5]=[CH:4][C:3]=1/[CH:8]=[CH:9]/[C:10]([O:12][CH3:13])=[O:11].[C:14]([O:18][C:19]([NH:21][C@H:22]([C:24](O)=[O:25])[CH3:23])=[O:20])([CH3:17])([CH3:16])[CH3:15].ON1C2C=CC=CC=2N=N1.Cl.CN(C)CCCN=C=NCC. (4) Reactant: [Br:1][C:2]1[C:11]2[C:6](=[CH:7][CH:8]=[CH:9][CH:10]=2)[CH:5]=[N:4][CH:3]=1.C1C=C(Cl)C=C(C(OO)=[O:20])C=1. Product: [Br:1][C:2]1[C:11]2[C:6](=[CH:7][CH:8]=[CH:9][CH:10]=2)[CH:5]=[N+:4]([O-:20])[CH:3]=1. The catalyst class is: 22. (5) Reactant: C(OC([N:8]1[CH2:13][CH2:12][C:11]2[C:14]([C:30]#[N:31])=[C:15]([NH:17][C:18](=[O:29])[CH2:19][CH2:20][C:21]3[CH:26]=[CH:25][CH:24]=[CH:23][C:22]=3[O:27][CH3:28])[S:16][C:10]=2[CH2:9]1)=O)(C)(C)C.FC(F)(F)C(O)=O. Product: [C:30]([C:14]1[C:11]2[CH2:12][CH2:13][NH:8][CH2:9][C:10]=2[S:16][C:15]=1[NH:17][C:18](=[O:29])[CH2:19][CH2:20][C:21]1[CH:26]=[CH:25][CH:24]=[CH:23][C:22]=1[O:27][CH3:28])#[N:31]. The catalyst class is: 4. (6) Reactant: [Br:1][C:2]1[CH:7]=[CH:6][C:5]([C@H:8]2[CH2:13][CH2:12][C@H:11](O)[CH2:10][CH2:9]2)=[CH:4][CH:3]=1.C1(P(C2C=CC=CC=2)C2C=CC=CC=2)C=CC=CC=1.C(OC(N=NC(OC(C)(C)C)=O)=O)(C)(C)C.C1(P([N:64]=[N+:65]=[N-:66])(C2C=CC=CC=2)=O)C=CC=CC=1. Product: [N:64]([C@@H:11]1[CH2:12][CH2:13][C@H:8]([C:5]2[CH:6]=[CH:7][C:2]([Br:1])=[CH:3][CH:4]=2)[CH2:9][CH2:10]1)=[N+:65]=[N-:66]. The catalyst class is: 305. (7) Reactant: [F:1][C:2]1[C:3](/[N:9]=[CH:10]/[N:11]([CH3:13])[CH3:12])=[N:4][C:5]([OH:8])=[N:6][CH:7]=1.[H-].[Na+].C(=S)=S.I[CH2:20][CH3:21]. The catalyst class is: 3. Product: [CH2:20]([N:6]1[CH:7]=[C:2]([F:1])[C:3](/[N:9]=[CH:10]/[N:11]([CH3:13])[CH3:12])=[N:4][C:5]1=[O:8])[CH3:21].